Dataset: Reaction yield outcomes from USPTO patents with 853,638 reactions. Task: Predict the reaction yield, written as a fraction of the theoretical maximum amount of product (1.0 means a 100% yield; for example, 0.34 means a 34% yield). The reactants are O=C1C2C(=CC=CC=2)[C:4](=[O:11])[N:3]1[CH2:12][C:13]1[CH:20]=[C:19]([CH3:21])[C:16]([C:17]#[N:18])=[C:15]([O:22][CH3:23])[N:14]=1.O.NN.[CH3:27][C:28]([O:31]C(OC([O:31][C:28]([CH3:30])([CH3:29])[CH3:27])=O)=O)([CH3:30])[CH3:29]. The catalyst is C(O)C. The yield is 0.749. The product is [C:17]([C:16]1[C:19]([CH3:21])=[CH:20][C:13]([CH2:12][NH:3][C:4](=[O:11])[O:31][C:28]([CH3:30])([CH3:29])[CH3:27])=[N:14][C:15]=1[O:22][CH3:23])#[N:18].